This data is from Retrosynthesis with 50K atom-mapped reactions and 10 reaction types from USPTO. The task is: Predict the reactants needed to synthesize the given product. (1) Given the product Cc1ccc(NC(=O)c2cccc(C(C)C)c2)cc1-c1ccc2nc(N)ncc2c1, predict the reactants needed to synthesize it. The reactants are: CC(C)c1cccc(C(=O)O)c1.Cc1ccc(N)cc1-c1ccc2nc(N)ncc2c1. (2) Given the product CCOc1nc(CC)c(S(C)(=O)=O)cc1Br, predict the reactants needed to synthesize it. The reactants are: CCI.CCc1nc(O)c(Br)cc1S(C)(=O)=O. (3) Given the product CC1CCCN1c1cccc(Nc2cc(-c3ccccc3)nn3ccnc23)n1, predict the reactants needed to synthesize it. The reactants are: CC1CCCN1c1cccc(Nc2cc(Cl)nn3ccnc23)n1.OB(O)c1ccccc1. (4) Given the product COc1ccc(-c2ccc(-c3ccc(CCC#N)cc3CC(C)C)cc2Cc2cccc3ccccc23)cc1CC(C)C, predict the reactants needed to synthesize it. The reactants are: CC(C)Cc1cc(CCC#N)ccc1-c1ccc(OS(=O)(=O)C(F)(F)F)c(Cc2cccc3ccccc23)c1.COc1ccc(B2OC(C)(C)C(C)(C)O2)cc1CC(C)C.